The task is: Regression. Given a peptide amino acid sequence and an MHC pseudo amino acid sequence, predict their binding affinity value. This is MHC class I binding data.. This data is from Peptide-MHC class I binding affinity with 185,985 pairs from IEDB/IMGT. (1) The peptide sequence is FSMELPSFGV. The MHC is Mamu-A02 with pseudo-sequence Mamu-A02. The binding affinity (normalized) is 1.00. (2) The peptide sequence is YMGEDGCWYG. The MHC is HLA-A02:01 with pseudo-sequence HLA-A02:01. The binding affinity (normalized) is 0.505.